Dataset: Full USPTO retrosynthesis dataset with 1.9M reactions from patents (1976-2016). Task: Predict the reactants needed to synthesize the given product. Given the product [Cl:8][C:6]1[CH:5]=[C:4]([C:9]2[N:14]=[C:13]([O:15][CH2:25][C:24]3[CH:27]=[CH:28][C:21]([C:19]#[N:20])=[CH:22][CH:23]=3)[CH:12]=[C:11]([CH:16]([CH3:18])[CH3:17])[N:10]=2)[CH:3]=[C:2]([Cl:1])[CH:7]=1, predict the reactants needed to synthesize it. The reactants are: [Cl:1][C:2]1[CH:3]=[C:4]([C:9]2[N:14]=[C:13]([OH:15])[CH:12]=[C:11]([CH:16]([CH3:18])[CH3:17])[N:10]=2)[CH:5]=[C:6]([Cl:8])[CH:7]=1.[C:19]([C:21]1[CH:28]=[CH:27][C:24]([CH2:25]Br)=[CH:23][CH:22]=1)#[N:20].